From a dataset of Full USPTO retrosynthesis dataset with 1.9M reactions from patents (1976-2016). Predict the reactants needed to synthesize the given product. (1) Given the product [CH3:3][O:4][C:5]1[CH:10]=[CH:9][C:8]([O:11][CH3:12])=[CH:7][C:6]=1[Br:1], predict the reactants needed to synthesize it. The reactants are: [Br:1]Br.[CH3:3][O:4][C:5]1[CH:10]=[CH:9][C:8]([O:11][CH3:12])=[CH:7][CH:6]=1.C([O-])([O-])=O.[Na+].[Na+]. (2) Given the product [C:1]([C:5]1[N:6]=[C:7]([N:16]2[CH2:20][CH2:19][C:18]([F:21])([F:22])[CH2:17]2)[C:8]2[C:9](=[N:11][N:12]([CH2:14][C:15]3[CH:30]=[CH:29][N:28]=[CH:27][CH:23]=3)[N:13]=2)[N:10]=1)([CH3:2])([CH3:3])[CH3:4], predict the reactants needed to synthesize it. The reactants are: [C:1]([C:5]1[N:6]=[C:7]([N:16]2[CH2:20][CH2:19][C:18]([F:22])([F:21])[CH2:17]2)[C:8]2[C:9](=[N:11][N:12]([CH2:14][CH3:15])[N:13]=2)[N:10]=1)([CH3:4])([CH3:3])[CH3:2].[C:23]([C:27]1[N:28]=[C:29](N2CCC(F)(F)C2)[C:30]2N=NNC=2N=1)(C)(C)C.Br.BrCC1C=CN=CC=1. (3) Given the product [CH2:1]([N:8]1[C:14](=[O:15])[C:13]2[CH:16]=[CH:17][C:18]([O:28][C:24]3[CH:25]=[CH:26][CH:27]=[C:22]([Cl:21])[CH:23]=3)=[N:19][C:12]=2[O:11][CH2:10][CH2:9]1)[C:2]1[CH:7]=[CH:6][CH:5]=[CH:4][CH:3]=1, predict the reactants needed to synthesize it. The reactants are: [CH2:1]([N:8]1[C:14](=[O:15])[C:13]2[CH:16]=[CH:17][C:18](F)=[N:19][C:12]=2[O:11][CH2:10][CH2:9]1)[C:2]1[CH:7]=[CH:6][CH:5]=[CH:4][CH:3]=1.[Cl:21][C:22]1[CH:23]=[C:24]([OH:28])[CH:25]=[CH:26][CH:27]=1.C(=O)([O-])[O-].[K+].[K+].CN(C=O)C. (4) The reactants are: Br[CH2:2][C:3](=[CH2:7])[C:4]([OH:6])=[O:5].[CH2:8]([SH:15])[C:9]1[CH:14]=[CH:13][CH:12]=[CH:11][CH:10]=1.[OH-].[Na+]. Given the product [CH2:8]([S:15][CH2:2][C:3](=[CH2:7])[C:4]([OH:6])=[O:5])[C:9]1[CH:14]=[CH:13][CH:12]=[CH:11][CH:10]=1, predict the reactants needed to synthesize it. (5) Given the product [F:1][C:2]1[CH:7]=[C:6]([I:8])[CH:5]=[CH:4][C:3]=1[NH:9][C:14]1[N:15]([CH3:34])[C:16](=[O:33])[CH:17]=[C:18]([O:19][C:20]2[CH:25]=[CH:24][CH:23]=[C:22]([C:26]3([CH3:31])[O:30][CH2:29][CH2:28][O:27]3)[C:21]=2[CH3:32])[C:13]=1[C:12]([NH:11][CH2:36][C:37]1[CH:38]=[CH:39][C:40]([O:43][CH3:44])=[CH:41][CH:42]=1)=[O:35], predict the reactants needed to synthesize it. The reactants are: [F:1][C:2]1[CH:7]=[C:6]([I:8])[CH:5]=[CH:4][C:3]=1[N:9]1[C:14]2[N:15]([CH3:34])[C:16](=[O:33])[CH:17]=[C:18]([O:19][C:20]3[CH:25]=[CH:24][CH:23]=[C:22]([C:26]4([CH3:31])[O:30][CH2:29][CH2:28][O:27]4)[C:21]=3[CH3:32])[C:13]=2[C:12](=[O:35])[N:11]([CH2:36][C:37]2[CH:42]=[CH:41][C:40]([O:43][CH3:44])=[CH:39][CH:38]=2)C1=O.[OH-].[Li+].C(OCC)(=O)C. (6) Given the product [C:30]([O:29][C:27]([N:24]1[CH2:25][CH2:26][N:21]([C:20]2[C:15]3[O:14][CH2:13][CH2:12][NH:11][C:16]=3[CH:17]=[CH:18][CH:19]=2)[CH2:22][CH2:23]1)=[O:28])([CH3:33])([CH3:31])[CH3:32], predict the reactants needed to synthesize it. The reactants are: C(OC([N:11]1[C:16]2[CH:17]=[C:18](Cl)[CH:19]=[C:20]([N:21]3[CH2:26][CH2:25][N:24]([C:27]([O:29][C:30]([CH3:33])([CH3:32])[CH3:31])=[O:28])[CH2:23][CH2:22]3)[C:15]=2[O:14][CH2:13][CH2:12]1)=O)C1C=CC=CC=1. (7) Given the product [CH3:27][O:28][CH2:29][CH:30]([NH:33][C:2]1[N:3]=[CH:4][C:5]([NH:8][C:9](=[O:26])[CH:10]([NH:14][C:15](=[O:25])[CH2:16][C:17]2[CH:22]=[C:21]([F:23])[CH:20]=[C:19]([F:24])[CH:18]=2)[CH2:11][CH2:12][CH3:13])=[N:6][CH:7]=1)[CH2:31][CH3:32], predict the reactants needed to synthesize it. The reactants are: Br[C:2]1[N:3]=[CH:4][C:5]([NH:8][C:9](=[O:26])[CH:10]([NH:14][C:15](=[O:25])[CH2:16][C:17]2[CH:22]=[C:21]([F:23])[CH:20]=[C:19]([F:24])[CH:18]=2)[CH2:11][CH2:12][CH3:13])=[N:6][CH:7]=1.[CH3:27][O:28][CH2:29][CH:30]([NH2:33])[CH2:31][CH3:32]. (8) The reactants are: C(OCC)(=O)C.Cl.[Cl:8][C:9]1[CH:14]=[CH:13][C:12]([C:15]2[CH:20]=[CH:19][C:18]([C:21]([NH:23][C:24]3[CH:44]=[CH:43][C:27]([C:28]([CH:30]4[CH2:35][CH2:34][CH2:33][N:32](C(OC(C)(C)C)=O)[CH2:31]4)=[O:29])=[CH:26][CH:25]=3)=[O:22])=[CH:17][CH:16]=2)=[CH:11][CH:10]=1. Given the product [ClH:8].[Cl:8][C:9]1[CH:10]=[CH:11][C:12]([C:15]2[CH:16]=[CH:17][C:18]([C:21]([NH:23][C:24]3[CH:44]=[CH:43][C:27]([C:28]([CH:30]4[CH2:35][CH2:34][CH2:33][NH:32][CH2:31]4)=[O:29])=[CH:26][CH:25]=3)=[O:22])=[CH:19][CH:20]=2)=[CH:13][CH:14]=1, predict the reactants needed to synthesize it. (9) Given the product [CH2:1]([O:8][CH2:9][CH2:10][CH2:11][CH2:12][CH2:13][CH2:14][O:15][CH2:16][C:17]([C:20]1[CH:21]=[C:22]([NH:26][C:28]([NH:27][CH2:30][C:31]([O:33][CH2:34][CH3:35])=[O:32])=[O:29])[CH:23]=[CH:24][CH:25]=1)([F:19])[F:18])[C:2]1[CH:7]=[CH:6][CH:5]=[CH:4][CH:3]=1, predict the reactants needed to synthesize it. The reactants are: [CH2:1]([O:8][CH2:9][CH2:10][CH2:11][CH2:12][CH2:13][CH2:14][O:15][CH2:16][C:17]([C:20]1[CH:21]=[C:22]([NH2:26])[CH:23]=[CH:24][CH:25]=1)([F:19])[F:18])[C:2]1[CH:7]=[CH:6][CH:5]=[CH:4][CH:3]=1.[N:27]([CH2:30][C:31]([O:33][CH2:34][CH3:35])=[O:32])=[C:28]=[O:29].CO. (10) Given the product [CH3:1][C@@H:2]1[CH2:11][CH2:10][CH2:9][C:4]2([CH2:8][CH2:7][CH2:6][CH2:5]2)[C@H:3]1[C:12](=[O:16])[CH2:13][CH2:14][CH3:15], predict the reactants needed to synthesize it. The reactants are: [CH3:1][C@@H:2]1[CH:11]=[CH:10][CH2:9][C:4]2([CH2:8][CH2:7][CH2:6][CH2:5]2)[C@H:3]1[C:12](=[O:16])/[CH:13]=[CH:14]/[CH3:15].